This data is from Catalyst prediction with 721,799 reactions and 888 catalyst types from USPTO. The task is: Predict which catalyst facilitates the given reaction. (1) Reactant: [Br:1][CH2:2][CH2:3][CH2:4][CH2:5][CH3:6].C1(C)C=CC=CC=1.[CH2:14]([P:16]([CH2:19][CH3:20])[CH2:17][CH3:18])[CH3:15]. Product: [Br-:1].[CH2:14]([P+:16]([CH2:19][CH3:20])([CH2:17][CH3:18])[CH2:2][CH2:3][CH2:4][CH2:5][CH3:6])[CH3:15]. The catalyst class is: 81. (2) Reactant: [O-2].[Zn+2:2].[C:3]1([P:9](=[O:12])([OH:11])[OH:10])[CH:8]=[CH:7][CH:6]=[CH:5][CH:4]=1. Product: [C:3]1([P:9](=[O:10])([O-:12])[O-:11])[CH:8]=[CH:7][CH:6]=[CH:5][CH:4]=1.[Zn+2:2]. The catalyst class is: 24. (3) Reactant: [C:1]([C:3]1[N:4]=[C:5]([NH:13][C@H:14]2[CH2:18][CH2:17][N:16]([C:19]([O:21][C:22]([CH3:25])([CH3:24])[CH3:23])=[O:20])[CH2:15]2)[C:6]2[C:11]([CH:12]=1)=[CH:10][CH:9]=[CH:8][CH:7]=2)#[N:2].[H-].[Na+].[CH3:28]I. Product: [C:1]([C:3]1[N:4]=[C:5]([N:13]([CH3:28])[C@H:14]2[CH2:18][CH2:17][N:16]([C:19]([O:21][C:22]([CH3:25])([CH3:24])[CH3:23])=[O:20])[CH2:15]2)[C:6]2[C:11]([CH:12]=1)=[CH:10][CH:9]=[CH:8][CH:7]=2)#[N:2]. The catalyst class is: 31. (4) Reactant: [CH2:1]([O:8][C:9](=[O:19])[CH:10]([O:17][NH2:18])[C:11]1[CH:16]=[CH:15][CH:14]=[CH:13][CH:12]=1)[C:2]1[CH:7]=[CH:6][CH:5]=[CH:4][CH:3]=1.[CH3:20][C:21]([O:24][C:25](O[C:25]([O:24][C:21]([CH3:23])([CH3:22])[CH3:20])=[O:26])=[O:26])([CH3:23])[CH3:22]. Product: [CH2:1]([O:8][C:9](=[O:19])[CH:10]([O:17][NH:18][C:25]([O:24][C:21]([CH3:23])([CH3:22])[CH3:20])=[O:26])[C:11]1[CH:16]=[CH:15][CH:14]=[CH:13][CH:12]=1)[C:2]1[CH:3]=[CH:4][CH:5]=[CH:6][CH:7]=1. The catalyst class is: 10. (5) Reactant: I[C:2]1[CH:7]=[CH:6][CH:5]=[CH:4][CH:3]=1.[CH2:8]([O:15][C:16]1[CH:17]=[C:18]2[C:22](=[CH:23][CH:24]=1)[NH:21][CH:20]=[CH:19]2)[C:9]1[CH:14]=[CH:13][CH:12]=[CH:11][CH:10]=1.C([O-])([O-])=O.[Cs+].[Cs+]. Product: [CH2:8]([O:15][C:16]1[CH:17]=[C:18]2[C:22](=[CH:23][CH:24]=1)[N:21]([C:2]1[CH:7]=[CH:6][CH:5]=[CH:4][CH:3]=1)[CH:20]=[CH:19]2)[C:9]1[CH:10]=[CH:11][CH:12]=[CH:13][CH:14]=1. The catalyst class is: 122. (6) Reactant: [CH3:1][O:2][C:3]1[CH:11]=[CH:10][C:6]([C:7]([OH:9])=O)=[CH:5][CH:4]=1.C(C1NC=CN=1)(C1NC=CN=1)=O.[Cl:24][C:25]1[CH:43]=[CH:42][C:28]2[NH:29][C:30]([C:32]3[CH:41]=[CH:40][C:35](/[C:36](=[N:38]/O)/[NH2:37])=[CH:34][CH:33]=3)=[N:31][C:27]=2[CH:26]=1. Product: [Cl:24][C:25]1[CH:43]=[CH:42][C:28]2[NH:29][C:30]([C:32]3[CH:33]=[CH:34][C:35]([C:36]4[N:38]=[C:7]([C:6]5[CH:5]=[CH:4][C:3]([O:2][CH3:1])=[CH:11][CH:10]=5)[O:9][N:37]=4)=[CH:40][CH:41]=3)=[N:31][C:27]=2[CH:26]=1. The catalyst class is: 3. (7) Reactant: [Cl:1][C:2]1[C:10]2[N:9]=[C:8]([NH:11][C:12]3[C:17]([CH3:18])=[CH:16][C:15]([Cl:19])=[CH:14][C:13]=3[O:20][CH3:21])[N:7]([CH3:22])[C:6]=2[C:5]([C:23]([O:25]C)=O)=[CH:4][CH:3]=1.CC[CH2:29][CH2:30][CH3:31].[CH:32]([Li])([CH3:34])[CH3:33]. Product: [Cl:1][C:2]1[C:10]2[N:9]=[C:8]([NH:11][C:12]3[C:17]([CH3:18])=[CH:16][C:15]([Cl:19])=[CH:14][C:13]=3[O:20][CH3:21])[N:7]([CH3:22])[C:6]=2[C:5]([C:23]([OH:25])([CH:30]([CH3:29])[CH3:31])[CH:32]([CH3:34])[CH3:33])=[CH:4][CH:3]=1. The catalyst class is: 27.